From a dataset of Forward reaction prediction with 1.9M reactions from USPTO patents (1976-2016). Predict the product of the given reaction. (1) Given the reactants [Si:1]([O:8][CH2:9][CH2:10][CH2:11][CH2:12][CH2:13][CH2:14][CH2:15][C:16]#[C:17][C:18]1(O)[C:27]2[C:22](=[CH:23][C:24]([O:28][CH3:29])=[CH:25][CH:26]=2)[S:21][CH2:20][C:19]1([C:31]1[CH:36]=[CH:35][C:34]([F:37])=[CH:33][CH:32]=1)[CH3:30])([C:4]([CH3:7])([CH3:6])[CH3:5])([CH3:3])[CH3:2].C([BH3-])#N.[Na+].O.CCCCCC, predict the reaction product. The product is: [Si:1]([O:8][CH2:9][CH2:10][CH2:11][CH2:12][CH2:13][CH2:14][CH2:15][C:16]#[C:17][CH:18]1[C:27]2[C:22](=[CH:23][C:24]([O:28][CH3:29])=[CH:25][CH:26]=2)[S:21][CH2:20][C:19]1([C:31]1[CH:36]=[CH:35][C:34]([F:37])=[CH:33][CH:32]=1)[CH3:30])([C:4]([CH3:7])([CH3:5])[CH3:6])([CH3:3])[CH3:2]. (2) Given the reactants [Cl:1][C:2]1[N:3]=[N:4][C:5](Cl)=[CH:6][C:7]=1[C:8]([OH:10])=[O:9].[C:12]([O:16][C:17]([NH:19][C@@H:20]1[CH2:25][C@H:24]([NH:26][C:27]([O:29][C:30]([CH3:33])([CH3:32])[CH3:31])=[O:28])[CH2:23][NH:22][CH2:21]1)=[O:18])([CH3:15])([CH3:14])[CH3:13].CCN(C(C)C)C(C)C, predict the reaction product. The product is: [C:12]([O:16][C:17]([NH:19][CH:20]1[CH2:25][CH:24]([NH:26][C:27]([O:29][C:30]([CH3:33])([CH3:32])[CH3:31])=[O:28])[CH2:23][N:22]([C:5]2[N:4]=[N:3][C:2]([Cl:1])=[C:7]([C:8]([OH:10])=[O:9])[CH:6]=2)[CH2:21]1)=[O:18])([CH3:15])([CH3:14])[CH3:13]. (3) Given the reactants [C@:1]12([CH2:11][S:12]([OH:15])(=[O:14])=[O:13])[C:8]([CH3:10])([CH3:9])[CH:5]([CH2:6][CH2:7]1)[CH2:4][C:2]2=[O:3].[NH:16]1[CH2:20][CH2:19][C@H:18](/[CH:21]=[CH:22]/[C:23]2[CH:24]=[N:25][CH:26]=[N:27][CH:28]=2)[CH2:17]1.CC(O)C, predict the reaction product. The product is: [C@:1]12([CH2:11][S:12]([OH:15])(=[O:13])=[O:14])[C:8]([CH3:10])([CH3:9])[CH:5]([CH2:6][CH2:7]1)[CH2:4][C:2]2=[O:3].[NH:16]1[CH2:20][CH2:19][C@H:18](/[CH:21]=[CH:22]/[C:23]2[CH:28]=[N:27][CH:26]=[N:25][CH:24]=2)[CH2:17]1. (4) The product is: [Br:1][C:2]1[O:6][C:5]([C:7]2[C:11]3[C:12]([C:23]#[N:24])=[N:13][C:14]([C:17]([O:19][CH2:20][CH3:21])=[O:18])=[C:15]([OH:16])[C:10]=3[O:9][N:8]=2)=[CH:4][CH:3]=1. Given the reactants [Br:1][C:2]1[O:6][C:5]([C:7]2[C:11]3[C:12](I)=[N:13][C:14]([C:17]([O:19][CH2:20][CH3:21])=[O:18])=[C:15]([OH:16])[C:10]=3[O:9][N:8]=2)=[CH:4][CH:3]=1.[C:23]([Cu])#[N:24].[OH-].[NH4+].Cl, predict the reaction product. (5) Given the reactants ClC1C=CC=C(C(OO)=[O:9])C=1.[Cl:12][C:13]1[CH:18]=[CH:17][C:16]([N:19]([CH3:27])[C:20](=[O:26])[O:21][CH2:22][C:23]([CH3:25])=[CH2:24])=[CH:15][CH:14]=1.S([O-])([O-])(=O)=S.[Na+].[Na+], predict the reaction product. The product is: [Cl:12][C:13]1[CH:14]=[CH:15][C:16]([N:19]([CH3:27])[C:20](=[O:26])[O:21][CH2:22][C:23]2([CH3:25])[CH2:24][O:9]2)=[CH:17][CH:18]=1. (6) Given the reactants [CH2:1]([S:8][C:9]1[N:10]=[C:11]([NH:19][C@@H:20]([CH2:24][OH:25])[CH2:21][CH2:22][CH3:23])[C:12]2[S:17][C:16](=[O:18])[NH:15][C:13]=2[N:14]=1)[C:2]1[CH:7]=[CH:6][CH:5]=[CH:4][CH:3]=1.S([O-])(O[O-])(=O)=[O:27].[K+].[K+].[OH2:34], predict the reaction product. The product is: [CH2:1]([S:8]([C:9]1[N:10]=[C:11]([NH:19][C@@H:20]([CH2:24][OH:25])[CH2:21][CH2:22][CH3:23])[C:12]2[S:17][C:16](=[O:18])[NH:15][C:13]=2[N:14]=1)(=[O:27])=[O:34])[C:2]1[CH:3]=[CH:4][CH:5]=[CH:6][CH:7]=1. (7) Given the reactants C([N:8]1[CH2:15][C@H:14]([F:16])[CH2:13][C@H:9]1[C:10](O)=O)(OC(C)(C)C)=O.[C:17]([C:21]1[CH:26]=[CH:25][C:24]([NH2:27])=[C:23]([NH2:28])[CH:22]=1)([CH3:20])([CH3:19])[CH3:18], predict the reaction product. The product is: [C:17]([C:21]1[CH:26]=[CH:25][C:24]2[NH:27][C:10]([C@@H:9]3[CH2:13][C@@H:14]([F:16])[CH2:15][NH:8]3)=[N:28][C:23]=2[CH:22]=1)([CH3:20])([CH3:18])[CH3:19]. (8) Given the reactants F[C:2]1[CH:7]=[CH:6][C:5]([N+:8]([O-:10])=[O:9])=[CH:4][CH:3]=1.[NH:11]1[CH2:16][CH2:15][CH:14]([C:17]([O:19][CH2:20][CH3:21])=[O:18])[CH2:13][CH2:12]1.C([O-])([O-])=O.[K+].[K+].CCOC(C)=O, predict the reaction product. The product is: [N+:8]([C:5]1[CH:6]=[CH:7][C:2]([N:11]2[CH2:16][CH2:15][CH:14]([C:17]([O:19][CH2:20][CH3:21])=[O:18])[CH2:13][CH2:12]2)=[CH:3][CH:4]=1)([O-:10])=[O:9]. (9) Given the reactants [N:1]1[CH:6]=[CH:5][CH:4]=[C:3]([NH:7][C:8](=[O:15])OCC(Cl)(Cl)Cl)[CH:2]=1.[C:16]1([C:22]2[CH:23]=[CH:24][C:25]([N:28]3[CH2:33][CH2:32][NH:31][CH2:30][CH2:29]3)=[N:26][CH:27]=2)[CH:21]=[CH:20][CH:19]=[CH:18][CH:17]=1.C(N(C(C)C)CC)(C)C.CS(C)=O, predict the reaction product. The product is: [C:16]1([C:22]2[CH:23]=[CH:24][C:25]([N:28]3[CH2:33][CH2:32][N:31]([C:8]([NH:7][C:3]4[CH:2]=[N:1][CH:6]=[CH:5][CH:4]=4)=[O:15])[CH2:30][CH2:29]3)=[N:26][CH:27]=2)[CH:17]=[CH:18][CH:19]=[CH:20][CH:21]=1. (10) Given the reactants NCC(O)=O.[CH3:6][C:7]1[N:12]=[CH:11][C:10]([CH2:13][OH:14])=[C:9]([CH2:15][OH:16])[C:8]=1[OH:17].Cl.[NH4+].[Cl-].NC(N)=O, predict the reaction product. The product is: [CH3:6][C:7]1[C:8]([OH:17])=[C:9]([CH2:15][OH:16])[C:10]([CH2:13][OH:14])=[CH:11][N:12]=1.